The task is: Predict the reactants needed to synthesize the given product.. This data is from Full USPTO retrosynthesis dataset with 1.9M reactions from patents (1976-2016). (1) Given the product [Br:1][CH2:2][C@H:3]1[CH2:4][C:5]2[CH:10]=[C:9]([F:11])[CH:8]=[CH:7][C:6]=2[O:13]1, predict the reactants needed to synthesize it. The reactants are: [Br:1][CH2:2][C@@H:3]([OH:13])[CH2:4][C:5]1[CH:10]=[C:9]([F:11])[CH:8]=[CH:7][C:6]=1O.C1(P(C2C=CC=CC=2)C2C=CC=CC=2)C=CC=CC=1.CCOC(/N=N/C(OCC)=O)=O.CC1C=CC(S(OCC2CC3C=CC=C(CC4C=CC=CC=4)C=3O2)(=O)=O)=CC=1. (2) Given the product [Cl:52][C:53]1[CH:58]=[CH:57][CH:56]=[CH:55][C:54]=1[NH:59][CH:60]1[CH2:65][CH2:64][N:63]([C:15](=[O:17])[CH2:14][C:13]([NH:12][C:10]2[S:11][C:7]([C:1]3[CH:2]=[CH:3][CH:4]=[CH:5][CH:6]=3)=[CH:8][N:9]=2)=[O:18])[CH2:62][CH2:61]1, predict the reactants needed to synthesize it. The reactants are: [C:1]1([C:7]2[S:11][C:10]([NH:12][C:13](=[O:18])[CH2:14][C:15]([OH:17])=O)=[N:9][CH:8]=2)[CH:6]=[CH:5][CH:4]=[CH:3][CH:2]=1.CCN(C(C)C)C(C)C.C1C=CC2N(O)N=NC=2C=1.CCN=C=NCCCN(C)C.Cl.Cl.Cl.[Cl:52][C:53]1[CH:58]=[CH:57][CH:56]=[CH:55][C:54]=1[NH:59][CH:60]1[CH2:65][CH2:64][NH:63][CH2:62][CH2:61]1. (3) The reactants are: [Br:1][C:2]1[C:6]2[CH:7]=[N:8][C:9]([C:11]([O:13]C)=[O:12])=[CH:10][C:5]=2[N:4]([C:15]([C:28]2[CH:33]=[CH:32][CH:31]=[CH:30][CH:29]=2)([C:22]2[CH:27]=[CH:26][CH:25]=[CH:24][CH:23]=2)[C:16]2[CH:21]=[CH:20][CH:19]=[CH:18][CH:17]=2)[N:3]=1.[OH-].[K+].Cl.O. Given the product [Br:1][C:2]1[C:6]2[CH:7]=[N:8][C:9]([C:11]([OH:13])=[O:12])=[CH:10][C:5]=2[N:4]([C:15]([C:22]2[CH:27]=[CH:26][CH:25]=[CH:24][CH:23]=2)([C:16]2[CH:17]=[CH:18][CH:19]=[CH:20][CH:21]=2)[C:28]2[CH:33]=[CH:32][CH:31]=[CH:30][CH:29]=2)[N:3]=1, predict the reactants needed to synthesize it. (4) Given the product [CH3:4][C@@H:3]([CH2:5][CH2:6][CH:7]=[C:8]([CH3:10])[CH3:9])[CH2:2][CH2:1][CH2:24][CH2:23][CH2:22][CH2:21][CH2:20][CH2:19][O:18][CH:13]1[CH2:14][CH2:15][CH2:16][CH2:17][O:12]1, predict the reactants needed to synthesize it. The reactants are: [CH2:1](Br)[CH2:2][CH:3]([CH2:5][CH2:6][CH:7]=[C:8]([CH3:10])[CH3:9])[CH3:4].[O:12]1[CH2:17][CH2:16][CH2:15][CH2:14][CH:13]1[O:18][CH2:19][CH2:20][CH2:21][CH2:22][CH2:23][CH2:24][Mg]Br. (5) Given the product [CH3:8][C:9]1[S:13][C:12]([S:14]([N:17]2[CH2:22][CH2:21][N:20]([C:34](=[O:35])[CH2:33][N:24]3[CH:32]=[C:30]([CH3:31])[C:28](=[O:29])[NH:27][C:25]3=[O:26])[CH2:19][C:18]2=[O:4])(=[O:16])=[O:15])=[N:11][N:10]=1, predict the reactants needed to synthesize it. The reactants are: FC(F)(F)C(O)=[O:4].[CH3:8][C:9]1[S:13][C:12]([S:14]([N:17]2[CH2:22][CH2:21][NH:20][C:19](=O)[CH2:18]2)(=[O:16])=[O:15])=[N:11][N:10]=1.[N:24]1([CH2:33][C:34](O)=[O:35])[CH:32]=[C:30]([CH3:31])[C:28](=[O:29])[NH:27][C:25]1=[O:26]. (6) Given the product [CH3:16][C:15]([CH3:18])([CH3:17])[CH2:14][N:13]1[C:6]2[N:7]=[C:8]([C:11]#[N:12])[N:9]=[CH:10][C:5]=2[CH:4]=[C:3]1[CH2:2][N:31]1[CH2:32][CH2:33][C:25]2([C:24](=[O:34])[N:23]([CH2:22][CH2:21][OH:20])[C:27](=[O:28])[CH2:26]2)[CH2:29][CH2:30]1, predict the reactants needed to synthesize it. The reactants are: Br[CH2:2][C:3]1[N:13]([CH2:14][C:15]([CH3:18])([CH3:17])[CH3:16])[C:6]2[N:7]=[C:8]([C:11]#[N:12])[N:9]=[CH:10][C:5]=2[CH:4]=1.Cl.[OH:20][CH2:21][CH2:22][N:23]1[C:27](=[O:28])[CH2:26][C:25]2([CH2:33][CH2:32][NH:31][CH2:30][CH2:29]2)[C:24]1=[O:34].C(=O)([O-])[O-].[K+].[K+]. (7) Given the product [Cl:1][C:2]1[C:10]2[C:9]3[CH2:11][N:12]([CH2:22][C:23]([F:24])([F:25])[F:26])[C:13](=[O:21])[C@H:14]([CH2:16][C:17]([OH:19])=[O:18])[CH2:15][C:8]=3[CH:7]=[C:6]([Cl:27])[C:5]=2[NH:4][N:3]=1, predict the reactants needed to synthesize it. The reactants are: [Cl:1][C:2]1[C:10]2[C:9]3[CH2:11][N:12]([CH2:22][C:23]([F:26])([F:25])[F:24])[C:13](=[O:21])[C@H:14]([CH2:16][C:17]([O:19]C)=[O:18])[CH2:15][C:8]=3[CH:7]=[C:6]([Cl:27])[C:5]=2[NH:4][N:3]=1.O.O.[OH-].[Li+].